This data is from Full USPTO retrosynthesis dataset with 1.9M reactions from patents (1976-2016). The task is: Predict the reactants needed to synthesize the given product. (1) Given the product [Cl:23][C:24]1[CH:25]=[C:26]([NH:27][C:2]2[N:6]([CH2:7][C:8]3[CH:13]=[CH:12][C:11]([O:14][CH3:15])=[CH:10][CH:9]=3)[N:5]=[C:4]([F:16])[N:3]=2)[CH:28]=[C:29]([Cl:31])[CH:30]=1, predict the reactants needed to synthesize it. The reactants are: Br[C:2]1[N:6]([CH2:7][C:8]2[CH:13]=[CH:12][C:11]([O:14][CH3:15])=[CH:10][CH:9]=2)[N:5]=[C:4]([F:16])[N:3]=1.CC([O-])(C)C.[Na+].[Cl:23][C:24]1[CH:25]=[C:26]([CH:28]=[C:29]([Cl:31])[CH:30]=1)[NH2:27]. (2) Given the product [NH:8]1[C:9]2[C:5](=[CH:4][CH:3]=[C:2]([CH2:17][C:16]([O:15][C:11]([CH3:14])([CH3:13])[CH3:12])=[O:18])[CH:10]=2)[CH:6]=[N:7]1, predict the reactants needed to synthesize it. The reactants are: Br[C:2]1[CH:10]=[C:9]2[C:5]([CH:6]=[N:7][NH:8]2)=[CH:4][CH:3]=1.[C:11]([O:15][C:16](=[O:18])[CH3:17])([CH3:14])([CH3:13])[CH3:12].[Li+].C[Si]([N-][Si](C)(C)C)(C)C.F[B-](F)(F)F.C(P(C(C)(C)C)C(C)(C)C)(C)(C)C. (3) Given the product [CH3:19][C:20]1[N:21]=[C:22]([NH:25][C:2]2[CH:7]=[C:6]([O:8][C:9]3[CH:18]=[CH:17][CH:16]=[CH:15][C:10]=3[C:11]([O:13][CH3:14])=[O:12])[CH:5]=[CH:4][N:3]=2)[S:23][CH:24]=1, predict the reactants needed to synthesize it. The reactants are: Cl[C:2]1[CH:7]=[C:6]([O:8][C:9]2[CH:18]=[CH:17][CH:16]=[CH:15][C:10]=2[C:11]([O:13][CH3:14])=[O:12])[CH:5]=[CH:4][N:3]=1.[CH3:19][C:20]1[N:21]=[C:22]([NH2:25])[S:23][CH:24]=1.P([O-])([O-])([O-])=O.[K+].[K+].[K+].C1(P(C2C=CC=CC=2)C2C3OC4C(=CC=CC=4P(C4C=CC=CC=4)C4C=CC=CC=4)C(C)(C)C=3C=CC=2)C=CC=CC=1. (4) Given the product [Cl:1][C:2]1[C:3]([O:12][C:13]2[CH:18]=[C:17]([O:19][C:36]3[N:41]=[CH:40][CH:39]=[CH:38][N:37]=3)[CH:16]=[CH:15][C:14]=2/[CH:20]=[CH:21]/[C:22]([O:24][CH2:25][CH3:26])=[O:23])=[N:4][CH:5]=[C:6]([C:8]([F:9])([F:11])[F:10])[CH:7]=1, predict the reactants needed to synthesize it. The reactants are: [Cl:1][C:2]1[C:3]([O:12][C:13]2[CH:18]=[C:17]([OH:19])[CH:16]=[CH:15][C:14]=2/[CH:20]=[CH:21]/[C:22]([O:24][CH2:25][CH3:26])=[O:23])=[N:4][CH:5]=[C:6]([C:8]([F:11])([F:10])[F:9])[CH:7]=1.C(=O)([O-])[O-].[K+].[K+].[I-].[Na+].Cl[C:36]1[N:41]=[CH:40][CH:39]=[CH:38][N:37]=1. (5) Given the product [C:2]([C:3]1[NH:15][C:6]2[C:5]([CH:4]=1)=[CH:10][C:9]([N+:11]([O-:13])=[O:12])=[CH:8][C:7]=2[F:14])([CH3:22])([CH3:21])[CH3:1], predict the reactants needed to synthesize it. The reactants are: [CH3:1][C:2]([CH3:22])([CH3:21])[C:3]#[C:4][C:5]1[CH:10]=[C:9]([N+:11]([O-:13])=[O:12])[CH:8]=[C:7]([F:14])[C:6]=1[NH:15]C(=O)CCC.CC([O-])(C)C.[K+].O. (6) Given the product [CH3:37][N:28]1[C:29](=[O:36])[C:30]2[CH:35]=[CH:34][CH:33]=[CH:32][C:31]=2[CH:25]([CH2:24][C:23]([O:22][CH3:21])=[O:45])[C:26]2[CH:41]=[CH:40][C:39]([C:42]([NH:56][CH2:55][CH2:54][CH2:53][NH:52][C:47]3[CH:48]=[CH:49][CH:50]=[CH:51][N:46]=3)=[O:43])=[CH:38][C:27]1=2, predict the reactants needed to synthesize it. The reactants are: C(N(C(C)C)CC)(C)C.CCN=C=NCCCN(C)C.[CH3:21][O:22][C:23](=[O:45])[CH2:24][CH:25]1[C:31]2[CH:32]=[CH:33][CH:34]=[CH:35][C:30]=2[C:29](=[O:36])[N:28]([CH3:37])[C:27]2[CH:38]=[C:39]([C:42](O)=[O:43])[CH:40]=[CH:41][C:26]1=2.[N:46]1[CH:51]=[CH:50][CH:49]=[CH:48][C:47]=1[NH:52][CH2:53][CH2:54][CH2:55][NH2:56]. (7) Given the product [CH3:28][C:23]1[CH:24]=[CH:25][CH:26]=[CH:27][C:22]=1[C:17]1[CH:18]=[CH:19][CH:20]=[CH:21][C:16]=1[CH2:15][N:12]1[CH2:13][CH2:14][N:9]([C:4]2[CH:5]=[CH:6][CH:7]=[CH:8][C:3]=2[O:2][CH3:1])[CH2:10][CH2:11]1, predict the reactants needed to synthesize it. The reactants are: [CH3:1][O:2][C:3]1[CH:8]=[CH:7][CH:6]=[CH:5][C:4]=1[N:9]1[CH2:14][CH2:13][NH:12][CH2:11][CH2:10]1.[CH3:15][C:16]1[CH:21]=[CH:20][CH:19]=[CH:18][C:17]=1[C:22]1[C:23]([CH:28]=O)=[CH:24][CH:25]=[CH:26][CH:27]=1.[BH-](OC(C)=O)(OC(C)=O)OC(C)=O.[Na+].C1(C2C=CC=CC=2)C=CC=CC=1CN1CCN(C2C=CC=CC=2)CC1. (8) Given the product [Cl:19][CH2:18][C@@H:20]([OH:22])[CH2:21][N:8]([CH2:1][C:2]1[CH:7]=[CH:6][CH:5]=[CH:4][CH:3]=1)[CH2:9][C:10]1[CH:15]=[CH:14][CH:13]=[CH:12][CH:11]=1, predict the reactants needed to synthesize it. The reactants are: [CH2:1]([NH:8][CH2:9][C:10]1[CH:15]=[CH:14][CH:13]=[CH:12][CH:11]=1)[C:2]1[CH:7]=[CH:6][CH:5]=[CH:4][CH:3]=1.[Cl-].[Li+].[CH2:18]([C@H:20]1[O:22][CH2:21]1)[Cl:19].